From a dataset of Forward reaction prediction with 1.9M reactions from USPTO patents (1976-2016). Predict the product of the given reaction. (1) Given the reactants [O:1]=[C:2]1[CH2:6][C:5]2([CH2:11][CH2:10][N:9]([C:12]([O:14][C:15]([CH3:18])([CH3:17])[CH3:16])=[O:13])[CH2:8][CH2:7]2)[O:4][CH2:3]1.[Li+].C[Si]([N-][Si](C)(C)C)(C)C.[F:29][C:30]([F:50])([F:49])[S:31](N(C1C=CC(Cl)=CN=1)[S:31]([C:30]([F:50])([F:49])[F:29])(=[O:33])=[O:32])(=[O:33])=[O:32], predict the reaction product. The product is: [F:29][C:30]([F:50])([F:49])[S:31]([O:1][C:2]1[CH2:3][O:4][C:5]2([CH2:11][CH2:10][N:9]([C:12]([O:14][C:15]([CH3:18])([CH3:17])[CH3:16])=[O:13])[CH2:8][CH2:7]2)[CH:6]=1)(=[O:33])=[O:32]. (2) Given the reactants CO.[NH:3]1[CH:7]=[C:6]([CH:8]=O)[N:5]=[CH:4]1.[CH2:10]([NH2:20])[CH2:11][CH2:12][CH2:13][CH2:14][CH2:15][CH2:16][CH2:17][CH2:18][CH3:19], predict the reaction product. The product is: [CH2:10]([NH:20][CH2:8][C:6]1[N:5]=[CH:4][NH:3][CH:7]=1)[CH2:11][CH2:12][CH2:13][CH2:14][CH2:15][CH2:16][CH2:17][CH2:18][CH3:19]. (3) Given the reactants [NH2:1][C@@H:2]1[CH2:11][C@@H:10]2[C@:5]([CH3:14])([CH2:6][CH2:7][CH2:8][C:9]2([CH3:13])[CH3:12])[C@@H:4]([C:15]([C:17]2[CH:18]=[C:19]([OH:24])[CH:20]=[C:21]([OH:23])[CH:22]=2)=[O:16])[C@@H:3]1[CH3:25].F[B-](F)(F)F.N1(OC(N(C)C)=[N+](C)C)C2C=CC=CC=2N=N1.[C:48]([O:52][C:53]([NH:55][CH2:56][CH2:57][C:58](O)=[O:59])=[O:54])([CH3:51])([CH3:50])[CH3:49].C(N(CC)C(C)C)(C)C, predict the reaction product. The product is: [OH:24][C:19]1[CH:18]=[C:17]([C:15]([C@@H:4]2[C@:5]3([CH3:14])[C@H:10]([C:9]([CH3:13])([CH3:12])[CH2:8][CH2:7][CH2:6]3)[CH2:11][C@@H:2]([NH:1][C:58]([CH2:57][CH2:56][NH:55][C:53](=[O:54])[O:52][C:48]([CH3:50])([CH3:49])[CH3:51])=[O:59])[C@H:3]2[CH3:25])=[O:16])[CH:22]=[C:21]([OH:23])[CH:20]=1. (4) Given the reactants [NH:1]([C:3]1[CH:8]=[CH:7][C:6]([S:9]([NH2:12])(=[O:11])=[O:10])=[CH:5][C:4]=1[CH2:13][OH:14])[NH2:2].CO[CH2:17]/[C:18](=[N:20]/[C:21](=O)[CH2:22][C:23]1[CH:28]=[CH:27][CH:26]=[CH:25][CH:24]=1)/C, predict the reaction product. The product is: [CH2:22]([C:21]1[N:1]([C:3]2[CH:8]=[CH:7][C:6]([S:9]([NH2:12])(=[O:10])=[O:11])=[CH:5][C:4]=2[CH2:13][OH:14])[N:2]=[C:18]([CH3:17])[N:20]=1)[C:23]1[CH:28]=[CH:27][CH:26]=[CH:25][CH:24]=1. (5) Given the reactants Cl[C:2]1[C:11]2[C:6](=[C:7]([C:12]#[N:13])[CH:8]=[CH:9][CH:10]=2)[N:5]=[CH:4][CH:3]=1.[NH2:14][CH:15]1[CH:19]([C:20]2[CH:25]=[CH:24][C:23]([F:26])=[CH:22][CH:21]=2)[CH2:18][N:17]([C:27]([O:29][C:30]([CH3:33])([CH3:32])[CH3:31])=[O:28])[CH2:16]1.C([O-])([O-])=O.[K+].[K+], predict the reaction product. The product is: [C:30]([O:29][C:27]([N:17]1[CH2:18][CH:19]([C:20]2[CH:21]=[CH:22][C:23]([F:26])=[CH:24][CH:25]=2)[CH:15]([NH:14][C:2]2[C:11]3[C:6](=[C:7]([C:12]#[N:13])[CH:8]=[CH:9][CH:10]=3)[N:5]=[CH:4][CH:3]=2)[CH2:16]1)=[O:28])([CH3:33])([CH3:31])[CH3:32]. (6) Given the reactants [N+:1]([C:4]1[CH:11]=[CH:10][C:7]([CH:8]=O)=[CH:6][CH:5]=1)([O-:3])=[O:2].[CH2:12]([NH:14][CH2:15][CH3:16])[CH3:13].C(O[BH-](OC(=O)C)OC(=O)C)(=O)C.[Na+].C(=O)(O)[O-].[Na+], predict the reaction product. The product is: [CH2:12]([N:14]([CH2:8][C:7]1[CH:10]=[CH:11][C:4]([N+:1]([O-:3])=[O:2])=[CH:5][CH:6]=1)[CH2:15][CH3:16])[CH3:13].